Dataset: Ames mutagenicity test results for genotoxicity prediction. Task: Regression/Classification. Given a drug SMILES string, predict its toxicity properties. Task type varies by dataset: regression for continuous values (e.g., LD50, hERG inhibition percentage) or binary classification for toxic/non-toxic outcomes (e.g., AMES mutagenicity, cardiotoxicity, hepatotoxicity). Dataset: ames. The molecule is O=[N+]([O-])c1cccc2c1cc([N+](=O)[O-])c1cccc([N+](=O)[O-])c12. The result is 1 (mutagenic).